This data is from Reaction yield outcomes from USPTO patents with 853,638 reactions. The task is: Predict the reaction yield, written as a fraction of the theoretical maximum amount of product (1.0 means a 100% yield; for example, 0.34 means a 34% yield). (1) The reactants are [CH3:1][O:2][C:3]([C:5]1[S:9][C:8]([C:10]2[CH:15]=[CH:14][C:13]([Cl:16])=[CH:12][CH:11]=2)=[N:7][C:6]=1[CH2:17]C=O)=[O:4].[CH:20]([O:25][CH3:26])([O:23][CH3:24])OC. The catalyst is CO. The product is [CH3:1][O:2][C:3]([C:5]1[S:9][C:8]([C:10]2[CH:15]=[CH:14][C:13]([Cl:16])=[CH:12][CH:11]=2)=[N:7][C:6]=1[CH2:17][CH:20]([O:23][CH3:24])[O:25][CH3:26])=[O:4]. The yield is 0.840. (2) The reactants are [CH3:1][C:2]1([CH3:18])[C:6]([CH3:8])([CH3:7])[O:5][B:4]([C:9]2[CH:17]=[CH:16][C:12]([C:13]([OH:15])=O)=[CH:11][CH:10]=2)[O:3]1.CCN=C=NCCCN(C)C.Cl.C1C=CC2N(O)N=NC=2C=1.[NH:41]1[CH2:46][CH2:45][O:44][CH2:43][CH2:42]1.CCN(CC)CC. The catalyst is C(Cl)Cl.CCOC(C)=O.O. The product is [O:44]1[CH2:45][CH2:46][N:41]([C:13]([C:12]2[CH:11]=[CH:10][C:9]([B:4]3[O:5][C:6]([CH3:7])([CH3:8])[C:2]([CH3:1])([CH3:18])[O:3]3)=[CH:17][CH:16]=2)=[O:15])[CH2:42][CH2:43]1. The yield is 0.810. (3) The reactants are [Br:1][C:2]1[CH:3]=[C:4]2[C:11]3([C:15](=[O:16])[NH:14][C:13](=O)[NH:12]3)[CH2:10][CH:9]([C:18]3[CH:23]=[CH:22][C:21]([Cl:24])=[CH:20][CH:19]=3)[O:8][C:5]2=[CH:6][CH:7]=1.COC1C=CC(P2(SP(C3C=CC(OC)=CC=3)(=S)S2)=[S:34])=CC=1. The catalyst is O1CCOCC1. The product is [Br:1][C:2]1[CH:3]=[C:4]2[C:11]3([C:15](=[O:16])[NH:14][C:13](=[S:34])[NH:12]3)[CH2:10][CH:9]([C:18]3[CH:23]=[CH:22][C:21]([Cl:24])=[CH:20][CH:19]=3)[O:8][C:5]2=[CH:6][CH:7]=1. The yield is 0.690. (4) The reactants are C1(CO[C:9]([N:11]2[CH2:16][CH2:15][N:14]3[C:17](=[O:22])[O:18][C:19]([CH3:21])([CH3:20])[CH:13]3[CH2:12]2)=[O:10])C=CC=CC=1.[F:23][C:24]1[CH:33]=[CH:32][C:27]([CH2:28][N:29]=C=O)=[CH:26][CH:25]=1. The catalyst is C(O)C.[C].[Pd]. The product is [F:23][C:24]1[CH:33]=[CH:32][C:27]([CH2:28][NH:29][C:9]([N:11]2[CH2:16][CH2:15][N:14]3[C:17](=[O:22])[O:18][C:19]([CH3:20])([CH3:21])[CH:13]3[CH2:12]2)=[O:10])=[CH:26][CH:25]=1. The yield is 0.860. (5) The reactants are [H-].[Na+].[O:3]=[C:4]([CH2:12][C:13]1[CH:18]=[CH:17][CH:16]=[CH:15][CH:14]=1)[CH2:5]P(=O)(OC)OC.[CH:19]([C@H:21]1[CH2:26][CH2:25][CH2:24][C:23](=[O:27])[N:22]1[CH2:28][C:29]#[C:30][CH2:31][O:32][CH2:33][C:34]#[N:35])=O. The catalyst is C1COCC1. The product is [O:27]=[C:23]1[CH2:24][CH2:25][CH2:26][C@H:21](/[CH:19]=[CH:5]/[C:4](=[O:3])[CH2:12][C:13]2[CH:14]=[CH:15][CH:16]=[CH:17][CH:18]=2)[N:22]1[CH2:28][C:29]#[C:30][CH2:31][O:32][CH2:33][C:34]#[N:35]. The yield is 0.480. (6) The reactants are [CH3:1][N:2]([CH3:6])[C:3](Cl)=[O:4].[CH2:7]([O:9][C:10]([C:12]1[C:18]2[NH:19][C:20]3[CH:21]=[C:22]([OH:26])[CH:23]=[CH:24][C:25]=3[C:17]=2[C:16]([CH3:28])([CH3:27])[CH2:15][N:14]([C:29](=[O:37])[C:30]2[CH:35]=[CH:34][C:33]([F:36])=[CH:32][CH:31]=2)[CH:13]=1)=[O:11])[CH3:8].C(N(CC)CC)C. The catalyst is CN(C)C1C=CN=CC=1.C(Cl)Cl. The product is [CH2:7]([O:9][C:10]([C:12]1[C:18]2[NH:19][C:20]3[CH:21]=[C:22]([O:26][C:3](=[O:4])[N:2]([CH3:6])[CH3:1])[CH:23]=[CH:24][C:25]=3[C:17]=2[C:16]([CH3:28])([CH3:27])[CH2:15][N:14]([C:29](=[O:37])[C:30]2[CH:35]=[CH:34][C:33]([F:36])=[CH:32][CH:31]=2)[CH:13]=1)=[O:11])[CH3:8]. The yield is 0.740. (7) The reactants are [NH2:1][C:2]1[C:15]([Br:16])=[CH:14][CH:13]=[CH:12][C:3]=1[C:4]([NH:6][CH2:7][C:8]([F:11])([F:10])[F:9])=[O:5].[C:17](OC(Cl)(Cl)Cl)(OC(Cl)(Cl)Cl)=[O:18]. No catalyst specified. The product is [Br:16][C:15]1[CH:14]=[CH:13][CH:12]=[C:3]2[C:2]=1[NH:1][C:17](=[O:18])[N:6]([CH2:7][C:8]([F:9])([F:10])[F:11])[C:4]2=[O:5]. The yield is 0.880. (8) The reactants are [I:1][C:2]1[C:10]([C:11]([O:13][CH2:14][CH3:15])=[O:12])=[C:5]2[CH2:6][NH:7][CH2:8][CH2:9][N:4]2[N:3]=1.[N:16]([C:19]([CH3:22])([CH3:21])[CH3:20])=[C:17]=[O:18]. The catalyst is C1COCC1. The product is [C:19]([NH:16][C:17]([N:7]1[CH2:8][CH2:9][N:4]2[N:3]=[C:2]([I:1])[C:10]([C:11]([O:13][CH2:14][CH3:15])=[O:12])=[C:5]2[CH2:6]1)=[O:18])([CH3:22])([CH3:21])[CH3:20]. The yield is 0.700. (9) The reactants are [Cl:1][C:2]1[CH:3]=[C:4]2[C:10]([CH:11]([C:13]3[N:14]([CH2:27][CH3:28])[N:15]=[C:16]([NH:18][CH2:19][C:20]4[CH:25]=[CH:24][C:23]([F:26])=[CH:22][CH:21]=4)[CH:17]=3)O)=[CH:9][N:8]([Si](C(C)C)(C(C)C)C(C)C)[C:5]2=[N:6][CH:7]=1.C([SiH](CC)CC)C.FC(F)(F)C(O)=O. The catalyst is C(#N)C. The product is [Cl:1][C:2]1[CH:3]=[C:4]2[C:10]([CH2:11][C:13]3[N:14]([CH2:27][CH3:28])[N:15]=[C:16]([NH:18][CH2:19][C:20]4[CH:21]=[CH:22][C:23]([F:26])=[CH:24][CH:25]=4)[CH:17]=3)=[CH:9][NH:8][C:5]2=[N:6][CH:7]=1. The yield is 0.220. (10) The reactants are [CH3:1][O:2][C:3]1[CH:13]=[CH:12][C:6]([CH:7]=[CH:8][C:9](O)=[O:10])=[CH:5][CH:4]=1.O=S(Cl)[Cl:16]. No catalyst specified. The product is [CH3:1][O:2][C:3]1[CH:13]=[CH:12][C:6]([CH:7]=[CH:8][C:9]([Cl:16])=[O:10])=[CH:5][CH:4]=1. The yield is 0.620.